This data is from Merck oncology drug combination screen with 23,052 pairs across 39 cell lines. The task is: Regression. Given two drug SMILES strings and cell line genomic features, predict the synergy score measuring deviation from expected non-interaction effect. (1) Drug 1: CN(Cc1cnc2nc(N)nc(N)c2n1)c1ccc(C(=O)NC(CCC(=O)O)C(=O)O)cc1. Drug 2: N#Cc1ccc(Cn2cncc2CN2CCN(c3cccc(Cl)c3)C(=O)C2)cc1. Cell line: MDAMB436. Synergy scores: synergy=-1.91. (2) Drug 1: CN(Cc1cnc2nc(N)nc(N)c2n1)c1ccc(C(=O)NC(CCC(=O)O)C(=O)O)cc1. Drug 2: O=C(O)C1(Cc2cccc(Nc3nccs3)n2)CCC(Oc2cccc(Cl)c2F)CC1. Cell line: ZR751. Synergy scores: synergy=-18.7. (3) Drug 1: C#Cc1cccc(Nc2ncnc3cc(OCCOC)c(OCCOC)cc23)c1. Drug 2: COC1CC2CCC(C)C(O)(O2)C(=O)C(=O)N2CCCCC2C(=O)OC(C(C)CC2CCC(OP(C)(C)=O)C(OC)C2)CC(=O)C(C)C=C(C)C(O)C(OC)C(=O)C(C)CC(C)C=CC=CC=C1C. Cell line: NCIH460. Synergy scores: synergy=42.5. (4) Drug 1: C#Cc1cccc(Nc2ncnc3cc(OCCOC)c(OCCOC)cc23)c1. Drug 2: CC(C)CC(NC(=O)C(Cc1ccccc1)NC(=O)c1cnccn1)B(O)O. Cell line: VCAP. Synergy scores: synergy=12.8.